Dataset: Reaction yield outcomes from USPTO patents with 853,638 reactions. Task: Predict the reaction yield, written as a fraction of the theoretical maximum amount of product (1.0 means a 100% yield; for example, 0.34 means a 34% yield). (1) The reactants are [F:1][C:2]1[CH:7]=[CH:6][C:5]([F:8])=[CH:4][C:3]=1[NH:9][CH2:10][C:11]1[CH:16]=[CH:15][CH:14]=[C:13]([O:17][C:18]([F:23])([F:22])[CH:19]([F:21])[F:20])[CH:12]=1.[F:24][C:25]([F:30])([F:29])[CH:26]1[O:28][CH2:27]1. The catalyst is C(#N)C.FC(F)(F)S([O-])(=O)=O.[Yb+3].FC(F)(F)S([O-])(=O)=O.FC(F)(F)S([O-])(=O)=O. The product is [F:1][C:2]1[CH:7]=[CH:6][C:5]([F:8])=[CH:4][C:3]=1[N:9]([CH2:10][C:11]1[CH:16]=[CH:15][CH:14]=[C:13]([O:17][C:18]([F:22])([F:23])[CH:19]([F:20])[F:21])[CH:12]=1)[CH2:27][CH:26]([OH:28])[C:25]([F:30])([F:29])[F:24]. The yield is 0.840. (2) The reactants are [C:1]([C:5]1[NH:6][C:7]2[C:12]([CH:13]=1)=[CH:11][CH:10]=[C:9]([N+:14]([O-])=O)[CH:8]=2)([CH3:4])([CH3:3])[CH3:2].[H][H]. The catalyst is CO.[Ni]. The product is [C:1]([C:5]1[NH:6][C:7]2[C:12]([CH:13]=1)=[CH:11][CH:10]=[C:9]([NH2:14])[CH:8]=2)([CH3:4])([CH3:2])[CH3:3]. The yield is 0.890. (3) The reactants are [Cl:1][C:2]1[N:7]=[CH:6][C:5]([C:8]2[C:9]([O:16]C)=[N:10][C:11]([O:14]C)=[N:12][CH:13]=2)=[CH:4][CH:3]=1. The catalyst is CO. The product is [ClH:1].[Cl:1][C:2]1[N:7]=[CH:6][C:5]([C:8]2[C:9](=[O:16])[NH:10][C:11](=[O:14])[NH:12][CH:13]=2)=[CH:4][CH:3]=1. The yield is 1.00. (4) The reactants are [CH3:1][O:2][C:3]1[CH:4]=[C:5]2[C:10](=[CH:11][C:12]=1[O:13]CC1CO1)[N:9]=[CH:8][CH:7]=[C:6]2[O:18][C:19]1[CH:24]=[CH:23][C:22]([CH3:25])=[CH:21][C:20]=1[C:26]([C:28]1[CH:33]=[CH:32][CH:31]=[CH:30][CH:29]=1)=[O:27].[N:34]1([CH:40]2[CH2:45][CH2:44]NCC2)[CH2:39][CH2:38][CH2:37][CH2:36][CH2:35]1.[OH2:46]. The catalyst is CN(C)C=O. The product is [OH:46][CH:45]([CH2:40][N:34]1[CH2:35][CH2:36][CH2:37][CH2:38][CH:39]1[CH:6]1[CH2:5][CH2:10][NH:9][CH2:8][CH2:7]1)[CH2:44][O:13][C:12]1[CH:11]=[C:10]2[C:5]([C:6]([O:18][C:19]3[CH:24]=[CH:23][C:22]([CH3:25])=[CH:21][C:20]=3[C:26]([C:28]3[CH:29]=[CH:30][CH:31]=[CH:32][CH:33]=3)=[O:27])=[CH:7][CH:8]=[N:9]2)=[CH:4][C:3]=1[O:2][CH3:1]. The yield is 0.910.